This data is from Forward reaction prediction with 1.9M reactions from USPTO patents (1976-2016). The task is: Predict the product of the given reaction. (1) The product is: [Br:1][C:2]1[C:7]([CH2:8][CH:9]([C:16]2[CH:15]=[CH:14][CH:13]=[C:12]([Cl:11])[CH:17]=2)[OH:10])=[CH:6][CH:5]=[CH:4][N:3]=1. Given the reactants [Br:1][C:2]1[C:7]([CH2:8][CH:9]=[O:10])=[CH:6][CH:5]=[CH:4][N:3]=1.[Cl:11][C:12]1[CH:13]=[C:14]([Mg]Cl)[CH:15]=[CH:16][CH:17]=1.[Cl-].[NH4+], predict the reaction product. (2) Given the reactants [CH3:1][NH:2][C:3]([C:5]1[N:6]=[CH:7][O:8][CH:9]=1)=O.O=P(Cl)(Cl)Cl.N1C=CC=CC=1.[C:21]([C:25]1[CH:30]=[CH:29][C:28]([S:31]([NH:34][C:35]2[CH:40]=[C:39]([F:41])[C:38]([Cl:42])=[CH:37][C:36]=2[C:43]([NH:45][NH2:46])=O)(=[O:33])=[O:32])=[CH:27][CH:26]=1)([CH3:24])([CH3:23])[CH3:22].C(NC(C)C)(C)C, predict the reaction product. The product is: [C:21]([C:25]1[CH:30]=[CH:29][C:28]([S:31]([NH:34][C:35]2[CH:40]=[C:39]([F:41])[C:38]([Cl:42])=[CH:37][C:36]=2[C:43]2[N:2]([CH3:1])[C:3]([C:5]3[N:6]=[CH:7][O:8][CH:9]=3)=[N:46][N:45]=2)(=[O:33])=[O:32])=[CH:27][CH:26]=1)([CH3:23])([CH3:24])[CH3:22].